This data is from NCI-60 drug combinations with 297,098 pairs across 59 cell lines. The task is: Regression. Given two drug SMILES strings and cell line genomic features, predict the synergy score measuring deviation from expected non-interaction effect. Drug 1: C(CC(=O)O)C(=O)CN.Cl. Drug 2: N.N.Cl[Pt+2]Cl. Cell line: SF-268. Synergy scores: CSS=53.2, Synergy_ZIP=-5.37, Synergy_Bliss=-2.07, Synergy_Loewe=-0.960, Synergy_HSA=2.31.